Dataset: TCR-epitope binding with 47,182 pairs between 192 epitopes and 23,139 TCRs. Task: Binary Classification. Given a T-cell receptor sequence (or CDR3 region) and an epitope sequence, predict whether binding occurs between them. (1) The epitope is VTEHDTLLY. The TCR CDR3 sequence is CASSRGGRYQETQYF. Result: 0 (the TCR does not bind to the epitope). (2) The epitope is ILGLPTQTV. The TCR CDR3 sequence is CASSQEVSTDTQYF. Result: 1 (the TCR binds to the epitope). (3) The epitope is LLFNKVTLA. The TCR CDR3 sequence is CASSQGLAGGPLTDTQYF. Result: 1 (the TCR binds to the epitope). (4) The epitope is QVPLRPMTYK. The TCR CDR3 sequence is CASSSQGYGRAQHF. Result: 0 (the TCR does not bind to the epitope). (5) The epitope is ALSKGVHFV. The TCR CDR3 sequence is CASSEVNNEQFF. Result: 1 (the TCR binds to the epitope). (6) The epitope is NEGVKAAW. The TCR CDR3 sequence is CASSLVIAGLQETQYF. Result: 1 (the TCR binds to the epitope). (7) The epitope is YLQPRTFLL. The TCR CDR3 sequence is CASLSQNTGELFF. Result: 1 (the TCR binds to the epitope). (8) The epitope is KRWIILGLNK. The TCR CDR3 sequence is CASGLGPSGTEAFF. Result: 1 (the TCR binds to the epitope). (9) The epitope is ALSKGVHFV. The TCR CDR3 sequence is CASSHQTGTGIAVGEKLFF. Result: 1 (the TCR binds to the epitope). (10) The epitope is YLNTLTLAV. The TCR CDR3 sequence is CASSIWGGMTSYEQYF. Result: 1 (the TCR binds to the epitope).